Dataset: Peptide-MHC class II binding affinity with 134,281 pairs from IEDB. Task: Regression. Given a peptide amino acid sequence and an MHC pseudo amino acid sequence, predict their binding affinity value. This is MHC class II binding data. (1) The peptide sequence is INEVTAAAIAYGLDR. The MHC is HLA-DQA10102-DQB10602 with pseudo-sequence HLA-DQA10102-DQB10602. The binding affinity (normalized) is 0.985. (2) The peptide sequence is IVLNHMTGAQSGKGT. The MHC is HLA-DQA10101-DQB10501 with pseudo-sequence HLA-DQA10101-DQB10501. The binding affinity (normalized) is 0.0588. (3) The binding affinity (normalized) is 0.366. The peptide sequence is HFLLRGPFEASWAIK. The MHC is DRB1_1101 with pseudo-sequence DRB1_1101. (4) The peptide sequence is LMCLSPLMANLAPHL. The MHC is DRB1_0401 with pseudo-sequence DRB1_0401. The binding affinity (normalized) is 0.634. (5) The peptide sequence is EAKYFAATQFEPLAA. The MHC is HLA-DPA10201-DPB11401 with pseudo-sequence HLA-DPA10201-DPB11401. The binding affinity (normalized) is 0.649. (6) The peptide sequence is DQEVPEKPDSVTPMIL. The binding affinity (normalized) is 0.0180. The MHC is DRB1_0401 with pseudo-sequence DRB1_0401.